Dataset: Reaction yield outcomes from USPTO patents with 853,638 reactions. Task: Predict the reaction yield, written as a fraction of the theoretical maximum amount of product (1.0 means a 100% yield; for example, 0.34 means a 34% yield). (1) The reactants are C(OC[N:9]1[C:13]2[N:14]=[N:15][CH:16]=[C:17]([C:18]3[CH:19]=[N:20][N:21]([C:23]4([CH2:27][C:28]#[N:29])[CH2:26][O:25][CH2:24]4)[CH:22]=3)[C:12]=2[CH:11]=[CH:10]1)(=O)C(C)(C)C.[OH-].[Na+]. The catalyst is CO. The product is [N:14]1[C:13]2[NH:9][CH:10]=[CH:11][C:12]=2[C:17]([C:18]2[CH:19]=[N:20][N:21]([C:23]3([CH2:27][C:28]#[N:29])[CH2:24][O:25][CH2:26]3)[CH:22]=2)=[CH:16][N:15]=1. The yield is 0.470. (2) The reactants are [NH2:1][C:2]1[S:3][C:4]([C:8](=[O:10])[CH3:9])=[C:5]([CH3:7])[N:6]=1.C1N=C[N:13]([C:16](N2C=NC=C2)=[O:17])C=1.N. The catalyst is CN(C=O)C.O1CCOCC1. The product is [C:8]([C:4]1[S:3][C:2]([NH:1][C:16]([NH2:13])=[O:17])=[N:6][C:5]=1[CH3:7])(=[O:10])[CH3:9]. The yield is 0.390.